From a dataset of NCI-60 drug combinations with 297,098 pairs across 59 cell lines. Regression. Given two drug SMILES strings and cell line genomic features, predict the synergy score measuring deviation from expected non-interaction effect. (1) Drug 1: CN1CCC(CC1)COC2=C(C=C3C(=C2)N=CN=C3NC4=C(C=C(C=C4)Br)F)OC. Drug 2: CC1=CC=C(C=C1)C2=CC(=NN2C3=CC=C(C=C3)S(=O)(=O)N)C(F)(F)F. Cell line: IGROV1. Synergy scores: CSS=50.9, Synergy_ZIP=0.987, Synergy_Bliss=4.72, Synergy_Loewe=-12.5, Synergy_HSA=6.30. (2) Drug 1: C1CN1C2=NC(=NC(=N2)N3CC3)N4CC4. Drug 2: C1=NC2=C(N1)C(=S)N=C(N2)N. Cell line: MDA-MB-435. Synergy scores: CSS=30.8, Synergy_ZIP=-1.18, Synergy_Bliss=1.23, Synergy_Loewe=-12.3, Synergy_HSA=1.76. (3) Synergy scores: CSS=38.8, Synergy_ZIP=2.33, Synergy_Bliss=1.17, Synergy_Loewe=-43.6, Synergy_HSA=-2.15. Cell line: SR. Drug 1: C(=O)(N)NO. Drug 2: CC1CCC2CC(C(=CC=CC=CC(CC(C(=O)C(C(C(=CC(C(=O)CC(OC(=O)C3CCCCN3C(=O)C(=O)C1(O2)O)C(C)CC4CCC(C(C4)OC)O)C)C)O)OC)C)C)C)OC. (4) Drug 1: CCC1=CC2CC(C3=C(CN(C2)C1)C4=CC=CC=C4N3)(C5=C(C=C6C(=C5)C78CCN9C7C(C=CC9)(C(C(C8N6C)(C(=O)OC)O)OC(=O)C)CC)OC)C(=O)OC.C(C(C(=O)O)O)(C(=O)O)O. Drug 2: C1=CC(=CC=C1CCCC(=O)O)N(CCCl)CCCl. Cell line: PC-3. Synergy scores: CSS=29.4, Synergy_ZIP=-9.07, Synergy_Bliss=-5.70, Synergy_Loewe=-3.86, Synergy_HSA=-2.09. (5) Drug 1: CCCCCOC(=O)NC1=NC(=O)N(C=C1F)C2C(C(C(O2)C)O)O. Drug 2: COCCOC1=C(C=C2C(=C1)C(=NC=N2)NC3=CC=CC(=C3)C#C)OCCOC.Cl. Cell line: RXF 393. Synergy scores: CSS=-3.54, Synergy_ZIP=6.04, Synergy_Bliss=-3.12, Synergy_Loewe=-3.39, Synergy_HSA=-5.54. (6) Drug 1: CCC1=CC2CC(C3=C(CN(C2)C1)C4=CC=CC=C4N3)(C5=C(C=C6C(=C5)C78CCN9C7C(C=CC9)(C(C(C8N6C)(C(=O)OC)O)OC(=O)C)CC)OC)C(=O)OC.C(C(C(=O)O)O)(C(=O)O)O. Drug 2: CC1=C(C=C(C=C1)C(=O)NC2=CC(=CC(=C2)C(F)(F)F)N3C=C(N=C3)C)NC4=NC=CC(=N4)C5=CN=CC=C5. Cell line: A498. Synergy scores: CSS=19.3, Synergy_ZIP=5.96, Synergy_Bliss=7.14, Synergy_Loewe=-7.20, Synergy_HSA=3.31. (7) Drug 1: C1=NC2=C(N=C(N=C2N1C3C(C(C(O3)CO)O)O)F)N. Drug 2: C1=NNC2=C1C(=O)NC=N2. Cell line: OVCAR-5. Synergy scores: CSS=2.21, Synergy_ZIP=-0.246, Synergy_Bliss=-0.296, Synergy_Loewe=-2.01, Synergy_HSA=-1.48.